This data is from Forward reaction prediction with 1.9M reactions from USPTO patents (1976-2016). The task is: Predict the product of the given reaction. (1) Given the reactants [NH2:1][C:2]1[C:7]2[CH:8]=[CH:9][N:10]([CH:11]3[C:15]([CH3:17])([OH:16])[CH:14]([OH:18])[CH:13]([CH2:19][OH:20])[O:12]3)[C:6]=2[CH:5]=[C:4](Cl)[N:3]=1.[H][H], predict the reaction product. The product is: [NH2:1][C:2]1[C:7]2[CH:8]=[CH:9][N:10]([CH:11]3[C:15]([CH3:17])([OH:16])[CH:14]([OH:18])[CH:13]([CH2:19][OH:20])[O:12]3)[C:6]=2[CH:5]=[CH:4][N:3]=1. (2) Given the reactants [C:1]1([C:7]2([C:10]([O:12][CH3:13])=[O:11])[CH2:9][CH2:8]2)[CH:6]=[CH:5][CH:4]=[CH:3][CH:2]=1.CO[CH2:16][Cl:17].O.CCCCCC, predict the reaction product. The product is: [Cl:17][CH2:16][C:4]1[CH:5]=[CH:6][C:1]([C:7]2([C:10]([O:12][CH3:13])=[O:11])[CH2:9][CH2:8]2)=[CH:2][CH:3]=1. (3) Given the reactants [C:1]([O:5][C:6]([N:8]1[CH2:12][C@H:11]2[CH2:13][N:14]([C:16]3[CH:17]=[N:18][CH:19]=[C:20]([CH:24]=3)[C:21](O)=[O:22])[CH2:15][C@H:10]2[CH2:9]1)=[O:7])([CH3:4])([CH3:3])[CH3:2].[CH2:25]1[C:34]2[C:29](=[CH:30][CH:31]=[CH:32][CH:33]=2)[CH2:28][CH2:27][NH:26]1, predict the reaction product. The product is: [CH2:25]1[C:34]2[C:29](=[CH:30][CH:31]=[CH:32][CH:33]=2)[CH2:28][CH2:27][N:26]1[C:21]([C:20]1[CH:24]=[C:16]([N:14]2[CH2:13][C@@H:11]3[CH2:12][N:8]([C:6]([O:5][C:1]([CH3:2])([CH3:3])[CH3:4])=[O:7])[CH2:9][C@@H:10]3[CH2:15]2)[CH:17]=[N:18][CH:19]=1)=[O:22]. (4) Given the reactants [CH3:1][C:2]([CH3:18])([CH3:17])[CH:3]([NH:10]S(C(C)(C)C)=O)[C:4]1[O:5][C:6]([CH3:9])=[N:7][N:8]=1.Cl.O1CCOCC1, predict the reaction product. The product is: [CH3:1][C:2]([CH3:18])([CH3:17])[CH:3]([C:4]1[O:5][C:6]([CH3:9])=[N:7][N:8]=1)[NH2:10]. (5) Given the reactants [CH3:1][O:2][C:3]1[CH:19]=[CH:18][C:6]([CH2:7][N:8]2[C:12]3[CH:13]=[CH:14][C:15]([NH2:17])=[CH:16][C:11]=3[N:10]=[CH:9]2)=[CH:5][CH:4]=1.[Br:20]Br.N.CO.C(Cl)(Cl)Cl, predict the reaction product. The product is: [CH3:1][O:2][C:3]1[CH:4]=[CH:5][C:6]([CH2:7][N:8]2[C:12]3[CH:13]=[CH:14][C:15]([NH2:17])=[C:16]([Br:20])[C:11]=3[N:10]=[CH:9]2)=[CH:18][CH:19]=1. (6) Given the reactants C(OC([NH:8][C:9]1[CH:10]=[C:11]([N:15]([C:23]2([C:47]([O:49][CH3:50])=[O:48])[CH2:28][CH2:27][N:26]([CH2:29][CH:30]([C:41]3[CH:46]=[CH:45][CH:44]=[CH:43][CH:42]=3)[C:31]([O:33][CH2:34][C:35]3[CH:40]=[CH:39][CH:38]=[CH:37][CH:36]=3)=[O:32])[CH2:25][CH2:24]2)[C:16]([C:18]2[O:19][CH:20]=[CH:21][CH:22]=2)=[O:17])[CH:12]=[CH:13][CH:14]=1)=O)(C)(C)C.FC(F)(F)C(O)=O.C(=O)([O-])O.[Na+], predict the reaction product. The product is: [NH2:8][C:9]1[CH:10]=[C:11]([N:15]([C:23]2([C:47]([O:49][CH3:50])=[O:48])[CH2:28][CH2:27][N:26]([CH2:29][CH:30]([C:41]3[CH:42]=[CH:43][CH:44]=[CH:45][CH:46]=3)[C:31]([O:33][CH2:34][C:35]3[CH:36]=[CH:37][CH:38]=[CH:39][CH:40]=3)=[O:32])[CH2:25][CH2:24]2)[C:16]([C:18]2[O:19][CH:20]=[CH:21][CH:22]=2)=[O:17])[CH:12]=[CH:13][CH:14]=1.